Dataset: Peptide-MHC class I binding affinity with 185,985 pairs from IEDB/IMGT. Task: Regression. Given a peptide amino acid sequence and an MHC pseudo amino acid sequence, predict their binding affinity value. This is MHC class I binding data. (1) The peptide sequence is GLSFLNPEK. The MHC is HLA-A02:12 with pseudo-sequence HLA-A02:12. The binding affinity (normalized) is 0.0847. (2) The peptide sequence is GRYNLVPPK. The MHC is HLA-A29:02 with pseudo-sequence HLA-A29:02. The binding affinity (normalized) is 0.0847. (3) The peptide sequence is YTGPDHQEW. The MHC is HLA-B27:05 with pseudo-sequence HLA-B27:05. The binding affinity (normalized) is 0.0847. (4) The peptide sequence is EIKFNDITF. The MHC is HLA-A26:01 with pseudo-sequence HLA-A26:01. The binding affinity (normalized) is 0.414. (5) The peptide sequence is FSVPLDKDF. The MHC is HLA-B58:02 with pseudo-sequence HLA-B58:02. The binding affinity (normalized) is 0.0847. (6) The peptide sequence is RPAIVVPAF. The MHC is HLA-B51:01 with pseudo-sequence HLA-B51:01. The binding affinity (normalized) is 0.0847.